Dataset: Reaction yield outcomes from USPTO patents with 853,638 reactions. Task: Predict the reaction yield, written as a fraction of the theoretical maximum amount of product (1.0 means a 100% yield; for example, 0.34 means a 34% yield). (1) The reactants are [CH2:1]=[C:2]1[C:7](=[O:8])[CH:6]2[CH2:9][CH2:10][N:3]1[CH2:4][CH2:5]2. The catalyst is C(O)C.[Pd]. The product is [CH3:1][CH:2]1[CH:7]([OH:8])[CH:6]2[CH2:9][CH2:10][N:3]1[CH2:4][CH2:5]2. The yield is 0.800. (2) The reactants are [CH3:1][S:2](Cl)(=[O:4])=[O:3].[NH2:6][CH2:7][C:8]1[CH:13]=[C:12]([O:14][C:15]2[CH:20]=[CH:19][C:18]([NH:21][C:22]3[CH:27]=[C:26]([C:28]4[CH:33]=[CH:32][CH:31]=[CH:30][CH:29]=4)[N:25]=[C:24]([NH2:34])[N:23]=3)=[CH:17][CH:16]=2)[CH:11]=[CH:10][N:9]=1. The catalyst is CN(C1C=CN=CC=1)C.N1C=CC=CC=1. The product is [NH2:34][C:24]1[N:23]=[C:22]([NH:21][C:18]2[CH:19]=[CH:20][C:15]([O:14][C:12]3[CH:11]=[CH:10][N:9]=[C:8]([CH2:7][NH:6][S:2]([CH3:1])(=[O:4])=[O:3])[CH:13]=3)=[CH:16][CH:17]=2)[CH:27]=[C:26]([C:28]2[CH:29]=[CH:30][CH:31]=[CH:32][CH:33]=2)[N:25]=1. The yield is 0.270. (3) The reactants are [H-].[Al+3].[Li+].[H-].[H-].[H-].[CH3:7][C:8]1[CH:17]=[CH:16][C:11]([C:12](OC)=[O:13])=[CH:10][N:9]=1. The catalyst is CCOCC. The product is [CH3:7][C:8]1[N:9]=[CH:10][C:11]([CH2:12][OH:13])=[CH:16][CH:17]=1. The yield is 0.850. (4) The reactants are [CH:1]1([C:4]([NH:6][C:7]2[CH:16]=[C:15]3[C:10]([CH:11]=[C:12]([C:19]4[CH:24]=[C:23]([F:25])[CH:22]=[CH:21][C:20]=4[CH3:26])[N+:13]([O-])=[C:14]3[CH3:17])=[CH:9][N:8]=2)=[O:5])[CH2:3][CH2:2]1.FC(F)(F)C(OC(=O)C(F)(F)F)=[O:30]. The catalyst is ClCCl. The product is [F:25][C:23]1[CH:22]=[CH:21][C:20]([CH3:26])=[C:19]([C:12]2[CH:11]=[C:10]3[C:15]([CH:16]=[C:7]([NH:6][C:4]([CH:1]4[CH2:3][CH2:2]4)=[O:5])[N:8]=[CH:9]3)=[C:14]([CH2:17][OH:30])[N:13]=2)[CH:24]=1. The yield is 0.500. (5) The reactants are [CH2:1]([N:8]1[C:18]2[C:13](=[CH:14][CH:15]=[CH:16][CH:17]=2)[C:11](=O)[C:9]1=[O:10])[C:2]1[CH:7]=[CH:6][CH:5]=[CH:4][CH:3]=1.O.NN. The catalyst is CCOCC.CCCCC. The product is [CH2:1]([N:8]1[C:18]2[C:13](=[CH:14][CH:15]=[CH:16][CH:17]=2)[CH2:11][C:9]1=[O:10])[C:2]1[CH:3]=[CH:4][CH:5]=[CH:6][CH:7]=1. The yield is 0.750.